This data is from CYP2C9 inhibition data for predicting drug metabolism from PubChem BioAssay. The task is: Regression/Classification. Given a drug SMILES string, predict its absorption, distribution, metabolism, or excretion properties. Task type varies by dataset: regression for continuous measurements (e.g., permeability, clearance, half-life) or binary classification for categorical outcomes (e.g., BBB penetration, CYP inhibition). Dataset: cyp2c9_veith. (1) The result is 0 (non-inhibitor). The compound is COC(=O)[C@H]1C(=O)c2ccccc2O[C@@](C(=O)OC)(c2ccccc2)[C@@H]1c1ccccc1. (2) The molecule is CC(C)Nc1cc(C(F)(F)F)nc(-c2ccccn2)n1. The result is 0 (non-inhibitor).